From a dataset of Forward reaction prediction with 1.9M reactions from USPTO patents (1976-2016). Predict the product of the given reaction. (1) Given the reactants C([O:3][C:4](=[O:27])[CH2:5][O:6][C:7]1[CH:12]=[CH:11][C:10](Br)=[CH:9][C:8]=1[C:14]([C:16]1[CH:17]=[N:18][N:19]([C:21]2[CH:26]=[CH:25][CH:24]=[CH:23][CH:22]=2)[CH:20]=1)=[O:15])C.[Cl:28][C:29]1[CH:34]=[CH:33][C:32](B(O)O)=[CH:31][CH:30]=1, predict the reaction product. The product is: [Cl:28][C:29]1[CH:34]=[CH:33][C:32]([C:10]2[CH:11]=[CH:12][C:7]([O:6][CH2:5][C:4]([OH:3])=[O:27])=[C:8]([C:14]([C:16]3[CH:17]=[N:18][N:19]([C:21]4[CH:26]=[CH:25][CH:24]=[CH:23][CH:22]=4)[CH:20]=3)=[O:15])[CH:9]=2)=[CH:31][CH:30]=1. (2) Given the reactants [C:1]([N:8]1[CH2:13][CH2:12][CH:11]([CH2:14][OH:15])[CH2:10][CH2:9]1)([O:3][C:4]([CH3:7])([CH3:6])[CH3:5])=[O:2].CCN(CC)CC.CS(Cl)(=O)=O.[Br:28][C:29]1[N:34]=[CH:33][C:32](O)=[CH:31][CH:30]=1.C([O-])([O-])=O.[K+].[K+], predict the reaction product. The product is: [Br:28][C:29]1[N:34]=[CH:33][C:32]([O:15][CH2:14][CH:11]2[CH2:12][CH2:13][N:8]([C:1]([O:3][C:4]([CH3:7])([CH3:6])[CH3:5])=[O:2])[CH2:9][CH2:10]2)=[CH:31][CH:30]=1. (3) Given the reactants [CH2:1]([N:3]([CH2:16][CH3:17])[C:4](=[O:15])[CH2:5][C:6]1[CH:11]=[CH:10][CH:9]=[CH:8][C:7]=1[N+:12]([O-])=O)[CH3:2].[CH:18]([Mg]Br)=[CH2:19].[Cl-].[NH4+], predict the reaction product. The product is: [CH2:1]([N:3]([CH2:16][CH3:17])[C:4](=[O:15])[CH2:5][C:6]1[CH:11]=[CH:10][CH:9]=[C:8]2[C:7]=1[NH:12][CH:19]=[CH:18]2)[CH3:2]. (4) Given the reactants [NH2:1][C:2]1[N:3]=[CH:4][C:5]([C:21]2[CH:31]=[CH:30][C:24]([C:25]([N:27]([CH3:29])[CH3:28])=[O:26])=[CH:23][CH:22]=2)=[N:6][C:7]=1[C:8]1[O:9][C:10]([C:13]2[CH:18]=[CH:17][CH:16]=[C:15]([CH:19]=[CH2:20])[CH:14]=2)=[N:11][N:12]=1.[OH2:32].OO.[OH-].[Na+], predict the reaction product. The product is: [NH2:1][C:2]1[N:3]=[CH:4][C:5]([C:21]2[CH:31]=[CH:30][C:24]([C:25]([N:27]([CH3:29])[CH3:28])=[O:26])=[CH:23][CH:22]=2)=[N:6][C:7]=1[C:8]1[O:9][C:10]([C:13]2[CH:18]=[CH:17][CH:16]=[C:15]([CH2:19][CH2:20][OH:32])[CH:14]=2)=[N:11][N:12]=1.